This data is from Full USPTO retrosynthesis dataset with 1.9M reactions from patents (1976-2016). The task is: Predict the reactants needed to synthesize the given product. (1) Given the product [CH3:1][O:2][C:3]1[CH:8]=[CH:7][C:6]([S:9][C:18]2[CH:23]=[CH:22][CH:21]=[CH:20][CH:19]=2)=[CH:5][CH:4]=1, predict the reactants needed to synthesize it. The reactants are: [CH3:1][O:2][C:3]1[CH:8]=[CH:7][C:6]([SH:9])=[CH:5][CH:4]=1.C1C(=O)N(Cl)C(=O)C1.[C:18]1([Zn]Br)[CH:23]=[CH:22][CH:21]=[CH:20][CH:19]=1. (2) Given the product [F:7][C:8]1[CH:13]=[CH:12][C:11]([C:14]2[C:15]([C:16]([O:18][CH3:19])=[O:17])=[C:25]3[CH2:24][CH2:23][CH:22]([CH3:27])[N:21]3[N:20]=2)=[CH:10][CH:9]=1, predict the reactants needed to synthesize it. The reactants are: C(=O)([O-])[O-].[Cs+].[Cs+].[F:7][C:8]1[CH:13]=[CH:12][C:11]([C:14](=[N:20][N:21]2[C:25](=O)[CH2:24][CH2:23][CH:22]2[CH3:27])[CH2:15][C:16]([O:18][CH3:19])=[O:17])=[CH:10][CH:9]=1.C(OCC)(=O)C.O. (3) The reactants are: C(=O)(OCC)[O:2][C:3]1[CH:8]=[CH:7][C:6]([S:9]([N:12]2[C:21]3[C:16](=[CH:17][CH:18]=[C:19]([Br:22])[CH:20]=3)[NH:15][C:14](=[O:23])[C@@H:13]2[CH2:24][CH3:25])(=[O:11])=[O:10])=[CH:5][CH:4]=1.I[CH2:31][CH3:32].C([C@@H]1N(S(C2C=CC(O)=CC=2)(=O)=O)C2C(=CC=C(F)C=2)N(CCC)C1=O)C. Given the product [Br:22][C:19]1[CH:20]=[C:21]2[C:16](=[CH:17][CH:18]=1)[N:15]([CH2:31][CH3:32])[C:14](=[O:23])[C@H:13]([CH2:24][CH3:25])[N:12]2[S:9]([C:6]1[CH:7]=[CH:8][C:3]([OH:2])=[CH:4][CH:5]=1)(=[O:11])=[O:10], predict the reactants needed to synthesize it. (4) Given the product [Br:11][C:12]1[CH:21]=[C:20]2[C:15]([CH:16]=[C:17]([N:26]([CH3:28])[CH3:27])[C:18]([CH2:22][OH:23])=[CH:19]2)=[CH:14][CH:13]=1, predict the reactants needed to synthesize it. The reactants are: [H-].C([Al+]CC(C)C)C(C)C.[Br:11][C:12]1[CH:21]=[C:20]2[C:15]([CH:16]=[C:17]([N:26]([CH3:28])[CH3:27])[C:18]([C:22](OC)=[O:23])=[CH:19]2)=[CH:14][CH:13]=1.C(#N)C.C(=O)=O.CCOC(C)=O. (5) Given the product [Br:1][C:2]1[CH:3]=[C:4]2[C:9](=[CH:10][CH:11]=1)[N:8]=[CH:7][C:6]([N+:12]([O-:14])=[O:13])=[C:5]2[NH:27][C:28]1[CH:29]=[CH:30][C:31]([C:34]([CH3:38])([CH3:37])[C:35]#[N:36])=[CH:32][CH:33]=1, predict the reactants needed to synthesize it. The reactants are: [Br:1][C:2]1[CH:3]=[C:4]2[C:9](=[CH:10][CH:11]=1)[N:8]=[CH:7][C:6]([N+:12]([O-:14])=[O:13])=[C:5]2CC1C=CC(C(C)(C)C#N)=CC=1.[NH2:27][C:28]1[CH:33]=[CH:32][C:31]([C:34]([CH3:38])([CH3:37])[C:35]#[N:36])=[CH:30][CH:29]=1.